From a dataset of NCI-60 drug combinations with 297,098 pairs across 59 cell lines. Regression. Given two drug SMILES strings and cell line genomic features, predict the synergy score measuring deviation from expected non-interaction effect. (1) Drug 1: C1C(C(OC1N2C=C(C(=O)NC2=O)F)CO)O. Drug 2: C1CN(CCN1C(=O)CCBr)C(=O)CCBr. Cell line: MDA-MB-231. Synergy scores: CSS=18.0, Synergy_ZIP=-7.73, Synergy_Bliss=-1.65, Synergy_Loewe=1.11, Synergy_HSA=1.84. (2) Drug 1: CN(C)N=NC1=C(NC=N1)C(=O)N. Drug 2: CC1CCCC2(C(O2)CC(NC(=O)CC(C(C(=O)C(C1O)C)(C)C)O)C(=CC3=CSC(=N3)C)C)C. Cell line: MCF7. Synergy scores: CSS=1.26, Synergy_ZIP=-1.39, Synergy_Bliss=-0.0990, Synergy_Loewe=-3.07, Synergy_HSA=-0.564.